From a dataset of Reaction yield outcomes from USPTO patents with 853,638 reactions. Predict the reaction yield, written as a fraction of the theoretical maximum amount of product (1.0 means a 100% yield; for example, 0.34 means a 34% yield). (1) The reactants are [NH2:1][C:2]1[S:3][CH:4]=[CH:5][N:6]=1.Br[CH2:8][C:9]([C:11]1[CH:16]=[CH:15][C:14]([F:17])=[CH:13][CH:12]=1)=O.[OH-].[NH4+]. The catalyst is C(O)C. The product is [F:17][C:14]1[CH:15]=[CH:16][C:11]([C:9]2[N:1]=[C:2]3[N:6]([CH:8]=2)[CH:5]=[CH:4][S:3]3)=[CH:12][CH:13]=1. The yield is 0.860. (2) The reactants are [C:1]([O:5][C:6]([NH:8][CH:9]([C:11]([OH:13])=O)[CH3:10])=[O:7])([CH3:4])([CH3:3])[CH3:2].C(N(CC)CC)C.C(Cl)(=O)OCC(C)C.[NH2:29][C:30]1[CH:31]=[C:32]([CH:37]=[CH:38][C:39]=1[NH2:40])[C:33]([O:35][CH3:36])=[O:34]. The catalyst is C1COCC1.C(OCC)(=O)C. The product is [NH2:40][C:39]1[CH:38]=[CH:37][C:32]([C:33]([O:35][CH3:36])=[O:34])=[CH:31][C:30]=1[NH:29][C:11](=[O:13])[C@H:9]([CH3:10])[NH:8][C:6]([O:5][C:1]([CH3:2])([CH3:3])[CH3:4])=[O:7]. The yield is 0.690. (3) The reactants are [H-].[Na+].[Cl:3][C:4]1[N:5]=[CH:6][CH:7]=[C:8]2[C:12]([CH3:13])=[C:11]([CH3:14])[NH:10][C:9]=12.I[CH2:16][CH:17]([CH3:19])[CH3:18].O. The catalyst is O1CCCC1. The product is [Cl:3][C:4]1[N:5]=[CH:6][CH:7]=[C:8]2[C:12]([CH3:13])=[C:11]([CH3:14])[N:10]([CH2:16][CH:17]([CH3:19])[CH3:18])[C:9]=12. The yield is 0.860. (4) The reactants are [CH3:1][S:2][C:3]1[CH:8]=[CH:7][CH:6]=[CH:5][C:4]=1[C:9]1[NH:13][CH:12]=[C:11]([CH:14]=[O:15])[CH:10]=1.ClC1C=CC=C(C(OO)=[O:24])C=1.S([O-])([O-])(=O)=S.[Na+].[Na+]. The catalyst is C(OCC)(=O)C. The product is [CH3:1][S:2]([C:3]1[CH:8]=[CH:7][CH:6]=[CH:5][C:4]=1[C:9]1[NH:13][CH:12]=[C:11]([CH:14]=[O:15])[CH:10]=1)=[O:24]. The yield is 0.750. (5) The reactants are [C:1]([C:3]1[CH:27]=[CH:26][C:6]2[N:7]3[CH:25]=[CH:24][CH:23]=[C:8]3[C:9]3([CH2:15][CH2:14][N:13](C(OC(C)(C)C)=O)[CH2:12][CH2:11]3)[O:10][C:5]=2[CH:4]=1)#[N:2].O1CCOCC1. The catalyst is Cl. The product is [NH:13]1[CH2:14][CH2:15][C:9]2([O:10][C:5]3[CH:4]=[C:3]([C:1]#[N:2])[CH:27]=[CH:26][C:6]=3[N:7]3[CH:25]=[CH:24][CH:23]=[C:8]23)[CH2:11][CH2:12]1. The yield is 0.940. (6) The yield is 0.100. The product is [Br:1][C:2]1[CH:3]=[C:4]([F:9])[C:5]([I:11])=[N:6][CH:7]=1. The reactants are [Br:1][C:2]1[CH:3]=[C:4]([F:9])[C:5](Cl)=[N:6][CH:7]=1.[Na+].[I-:11].CC#N.Cl[Si](C)(C)C. The catalyst is C(OCC)(=O)C. (7) The reactants are [C:1]1(B(O)O)[CH:6]=[CH:5][CH:4]=[CH:3][CH:2]=1.P([O-])([O-])([O-])=O.[K+].[K+].[K+].Br[C:19]1[C:20]([F:32])=[C:21]2[O:25][C:24]([CH3:26])=[N:23][C:22]2=[C:27]([C:30]#[N:31])[C:28]=1[CH3:29]. The catalyst is O1CCOCC1. The product is [F:32][C:20]1[C:19]([C:1]2[CH:6]=[CH:5][CH:4]=[CH:3][CH:2]=2)=[C:28]([CH3:29])[C:27]([C:30]#[N:31])=[C:22]2[C:21]=1[O:25][C:24]([CH3:26])=[N:23]2. The yield is 0.450. (8) The reactants are CS[C:3]1[O:4][C:5]2[CH:11]=[CH:10][C:9]([S:12]([NH2:15])(=[O:14])=[O:13])=[CH:8][C:6]=2[N:7]=1.[NH2:16][CH:17]1[CH2:22][CH2:21][N:20]([C:23]([O:25][CH2:26][CH3:27])=[O:24])[CH2:19][CH2:18]1. The catalyst is C(#N)C. The product is [CH2:26]([O:25][C:23]([N:20]1[CH2:19][CH2:18][CH:17]([NH:16][C:3]2[O:4][C:5]3[CH:11]=[CH:10][C:9]([S:12](=[O:14])(=[O:13])[NH2:15])=[CH:8][C:6]=3[N:7]=2)[CH2:22][CH2:21]1)=[O:24])[CH3:27]. The yield is 0.230.